This data is from Reaction yield outcomes from USPTO patents with 853,638 reactions. The task is: Predict the reaction yield, written as a fraction of the theoretical maximum amount of product (1.0 means a 100% yield; for example, 0.34 means a 34% yield). (1) The reactants are [CH:1]([C:4]1[CH:9]=[CH:8][CH:7]=[CH:6][C:5]=1[NH:10][C:11]([NH:13]/[N:14]=[CH:15]/[C:16]1[CH:17]=[C:18]2[C:37](=[CH:38][CH:39]=1)[C:22]1[N:23]=[CH:24][N:25]([C:26]3[CH:31]=[CH:30][C:29]([O:32][C:33]([F:36])([F:35])[F:34])=[CH:28][CH:27]=3)[C:21]=1[CH:20]=[CH:19]2)=[S:12])([CH3:3])[CH3:2].C([O-])([O-])=O.[K+].[K+].Br[CH2:47][CH2:48][CH2:49]Cl. The catalyst is CC(=O)CC.CCOC(C)=O. The product is [CH:1]([C:4]1[CH:9]=[CH:8][CH:7]=[CH:6][C:5]=1[N:10]1[CH2:49][CH2:48][CH2:47][S:12]/[C:11]/1=[N:13]/[N:14]=[CH:15]\[C:16]1[CH:17]=[C:18]2[C:37](=[CH:38][CH:39]=1)[C:22]1[N:23]=[CH:24][N:25]([C:26]3[CH:31]=[CH:30][C:29]([O:32][C:33]([F:35])([F:36])[F:34])=[CH:28][CH:27]=3)[C:21]=1[CH:20]=[CH:19]2)([CH3:3])[CH3:2]. The yield is 0.330. (2) The reactants are [NH2:1][C:2]1[N:7]=[CH:6][N:5]=[C:4]2[N:8]([CH:20]([CH3:22])[CH3:21])[N:9]=[C:10]([C:11]3[CH:18]=[CH:17][C:14]([C:15]#[N:16])=[C:13](F)[CH:12]=3)[C:3]=12.O.[NH2:24][NH2:25]. The catalyst is CCCCO. The product is [NH2:16][C:15]1[C:14]2[C:13](=[CH:12][C:11]([C:10]3[C:3]4[C:4](=[N:5][CH:6]=[N:7][C:2]=4[NH2:1])[N:8]([CH:20]([CH3:22])[CH3:21])[N:9]=3)=[CH:18][CH:17]=2)[NH:25][N:24]=1. The yield is 0.700. (3) The reactants are [Si:1]([O:8][C@H:9]1[CH2:13][CH2:12][N:11]([CH2:14][C@H:15]([C:18]2[CH:19]=[C:20]([CH:26]=[CH:27][CH:28]=2)[C:21]([N:23]([CH3:25])[CH3:24])=[O:22])[NH:16][CH3:17])[CH2:10]1)([C:4]([CH3:7])([CH3:6])[CH3:5])([CH3:3])[CH3:2].[O:29]=[C:30]1[NH:34][C:33]2[CH:35]=[C:36]([CH2:39][C:40]([OH:42])=O)[CH:37]=[CH:38][C:32]=2[S:31]1.CCN=C=NCCCN(C)C.N1(O)C2C=CC=CC=2N=N1. The catalyst is CN(C)C=O.C(OCC)(=O)C. The product is [Si:1]([O:8][C@H:9]1[CH2:13][CH2:12][N:11]([CH2:14][C@H:15]([C:18]2[CH:19]=[C:20]([CH:26]=[CH:27][CH:28]=2)[C:21]([N:23]([CH3:24])[CH3:25])=[O:22])[N:16]([CH3:17])[C:40](=[O:42])[CH2:39][C:36]2[CH:37]=[CH:38][C:32]3[S:31][C:30](=[O:29])[NH:34][C:33]=3[CH:35]=2)[CH2:10]1)([C:4]([CH3:6])([CH3:7])[CH3:5])([CH3:3])[CH3:2]. The yield is 0.540. (4) The catalyst is CO. The yield is 0.980. The reactants are [CH3:1][NH2:2].C[O:4][C:5](=O)[CH2:6][CH2:7][CH:8]1[CH2:13][CH2:12][CH:11]=[CH:10][CH2:9]1. The product is [CH:8]1([CH2:7][CH2:6][C:5]([NH:2][CH3:1])=[O:4])[CH2:13][CH2:12][CH:11]=[CH:10][CH2:9]1. (5) The yield is 0.490. The product is [C:23]([C:12]1([C:10]([OH:11])=[O:9])[CH:14]([C:15]2[CH:16]=[CH:17][CH:18]=[CH:19][CH:20]=2)[C:13]1([CH3:22])[CH3:21])#[N:24]. The reactants are C(=O)([O-])[O-].[K+].[K+].C([O:9][C:10]([C:12]1([C:23]#[N:24])[CH:14]([C:15]2[CH:20]=[CH:19][CH:18]=[CH:17][CH:16]=2)[C:13]1([CH3:22])[CH3:21])=[O:11])C. The catalyst is O.CO. (6) The reactants are C1(P(C2C=CC=CC=2)C2C=CC=CC=2)C=CC=CC=1.[C:20]([N:28]1[C:33](=[O:34])[CH:32]=[CH:31][NH:30][C:29]1=[O:35])(=[O:27])[C:21]1[CH:26]=[CH:25][CH:24]=[CH:23][CH:22]=1.[C:36]([O:55][CH2:56][CH:57]=[CH:58][CH2:59]O)([C:49]1[CH:54]=[CH:53][CH:52]=[CH:51][CH:50]=1)([C:43]1[CH:48]=[CH:47][CH:46]=[CH:45][CH:44]=1)[C:37]1[CH:42]=[CH:41][CH:40]=[CH:39][CH:38]=1.CC(OC(/N=N/C(OC(C)C)=O)=O)C. The catalyst is C1COCC1.CCCCCC.CCOC(C)=O. The product is [C:20]([N:28]1[C:33](=[O:34])[CH:32]=[CH:31][N:30]([CH2:59]/[CH:58]=[CH:57]\[CH2:56][O:55][C:36]([C:49]2[CH:54]=[CH:53][CH:52]=[CH:51][CH:50]=2)([C:37]2[CH:38]=[CH:39][CH:40]=[CH:41][CH:42]=2)[C:43]2[CH:48]=[CH:47][CH:46]=[CH:45][CH:44]=2)[C:29]1=[O:35])(=[O:27])[C:21]1[CH:22]=[CH:23][CH:24]=[CH:25][CH:26]=1. The yield is 0.290. (7) The reactants are O[CH2:2][CH2:3][NH:4][C:5](=[O:23])[CH2:6][CH2:7][CH2:8][CH2:9][CH2:10][CH2:11][CH2:12][CH2:13][CH2:14][CH2:15][CH2:16][CH2:17][CH2:18][CH2:19][CH2:20][CH2:21][CH3:22]. The catalyst is O=S(Cl)Cl. The product is [CH2:6]([C:5]1[O:23][CH2:2][CH2:3][N:4]=1)[CH2:7][CH2:8][CH2:9][CH2:10][CH2:11][CH2:12][CH2:13][CH2:14][CH2:15][CH2:16][CH2:17][CH2:18][CH2:19][CH2:20][CH2:21][CH3:22]. The yield is 0.900. (8) The reactants are [C:1]([O:4][C:5]1[CH:13]=[CH:12][C:11]([Cl:14])=[CH:10][C:6]=1[C:7]([OH:9])=O)(=[O:3])[CH3:2].[NH2:15][C:16]1[CH:21]=[CH:20][C:19]([N:22]2[C:26]([C:27]([F:30])([F:29])[F:28])=[CH:25][C:24]([C:31]([F:34])([F:33])[F:32])=[N:23]2)=[CH:18][CH:17]=1. No catalyst specified. The product is [C:1]([O:4][C:5]1[CH:13]=[CH:12][C:11]([Cl:14])=[CH:10][C:6]=1[C:7]([NH:15][C:16]1[CH:17]=[CH:18][C:19]([N:22]2[C:26]([C:27]([F:28])([F:29])[F:30])=[CH:25][C:24]([C:31]([F:34])([F:33])[F:32])=[N:23]2)=[CH:20][CH:21]=1)=[O:9])(=[O:3])[CH3:2]. The yield is 0.778. (9) The reactants are [C:1]([NH:4][C:5]1[S:6][C:7]([C:11]2[CH:12]=[C:13]([S:17](Cl)(=[O:19])=[O:18])[S:14][C:15]=2[Br:16])=[C:8]([CH3:10])[N:9]=1)(=[O:3])[CH3:2].C(N(CC)CC)C.[NH2:28][C:29]1[NH:33][N:32]=[N:31][N:30]=1. The catalyst is C(Cl)Cl. The product is [Br:16][C:15]1[S:14][C:13]([S:17](=[O:19])(=[O:18])[NH:28][C:29]2[NH:33][N:32]=[N:31][N:30]=2)=[CH:12][C:11]=1[C:7]1[S:6][C:5]([NH:4][C:1](=[O:3])[CH3:2])=[N:9][C:8]=1[CH3:10]. The yield is 0.640. (10) The yield is 0.800. The product is [Br:1][C:2]1[C:3]([O:13][CH3:14])=[C:4]([C:10](=[O:12])[CH3:11])[CH:5]=[C:6]([F:9])[C:7]=1[CH3:8]. The reactants are [Br:1][C:2]1[C:3]([OH:13])=[C:4]([C:10](=[O:12])[CH3:11])[CH:5]=[C:6]([F:9])[C:7]=1[CH3:8].[C:14](=O)([O-])[O-].[K+].[K+].CN(C)C=O.CI. The catalyst is O.